From a dataset of Forward reaction prediction with 1.9M reactions from USPTO patents (1976-2016). Predict the product of the given reaction. (1) Given the reactants Br[C:2]1[CH:7]=[CH:6][C:5]([F:8])=[CH:4][CH:3]=1.NCC1CCCCC1CN.[Cl:19][C:20]1[CH:21]=[C:22]2[C:26](=[CH:27][CH:28]=1)[NH:25][CH:24]=[CH:23]2.[OH-].[K+], predict the reaction product. The product is: [Cl:19][C:20]1[CH:21]=[C:22]2[C:26](=[CH:27][CH:28]=1)[N:25]([C:2]1[CH:7]=[CH:6][C:5]([F:8])=[CH:4][CH:3]=1)[CH:24]=[CH:23]2. (2) Given the reactants [Cl:1][C:2]1[C:3]([C:12]2[CH:17]=[CH:16][C:15]([C:18]([F:21])([F:20])[F:19])=[CH:14][CH:13]=2)=[CH:4][C:5]([N+:9]([O-])=O)=[C:6]([CH:8]=1)[NH2:7].C(=O)([O-])[O-].[Na+].[Na+], predict the reaction product. The product is: [Cl:1][C:2]1[CH:8]=[C:6]([NH2:7])[C:5]([NH2:9])=[CH:4][C:3]=1[C:12]1[CH:17]=[CH:16][C:15]([C:18]([F:21])([F:20])[F:19])=[CH:14][CH:13]=1. (3) The product is: [Br:38][CH2:2][C:29]([C:28]1[C:27]([CH:33]2[CH2:36][CH2:35][CH2:34]2)=[CH:26][C:25]([CH3:37])=[C:24]([CH:32]=1)[C:22]([N:19]1[CH2:20][CH2:21][CH:16]([C:13]2[CH:14]=[CH:15][C:10]([C:8]#[N:9])=[CH:11][CH:12]=2)[CH2:17][CH2:18]1)=[O:23])=[O:30]. Given the reactants [Si](C=[N+]=[N-])(C)(C)[CH3:2].[C:8]([C:10]1[CH:15]=[CH:14][C:13]([CH:16]2[CH2:21][CH2:20][N:19]([C:22]([C:24]3[C:25]([CH3:37])=[CH:26][C:27]([CH:33]4[CH2:36][CH2:35][CH2:34]4)=[C:28]([CH:32]=3)[C:29](Cl)=[O:30])=[O:23])[CH2:18][CH2:17]2)=[CH:12][CH:11]=1)#[N:9].[BrH:38], predict the reaction product. (4) Given the reactants [H-].[H-].[H-].[H-].[Li+].[Al+3].[N:7]1([CH2:12][CH2:13][CH2:14][O:15][C:16]2[CH:21]=[CH:20][C:19]([C:22]3([C:28]#[N:29])[CH2:27][CH2:26][O:25][CH2:24][CH2:23]3)=[CH:18][CH:17]=2)[CH2:11][CH2:10][CH2:9][CH2:8]1.[OH-].[Na+].[ClH:32], predict the reaction product. The product is: [ClH:32].[ClH:32].[N:7]1([CH2:12][CH2:13][CH2:14][O:15][C:16]2[CH:21]=[CH:20][C:19]([C:22]3([CH2:28][NH2:29])[CH2:23][CH2:24][O:25][CH2:26][CH2:27]3)=[CH:18][CH:17]=2)[CH2:11][CH2:10][CH2:9][CH2:8]1.